From a dataset of Reaction yield outcomes from USPTO patents with 853,638 reactions. Predict the reaction yield, written as a fraction of the theoretical maximum amount of product (1.0 means a 100% yield; for example, 0.34 means a 34% yield). (1) The reactants are C[O:2][C:3]([C:5]1[CH:14]=[C:13]([O:15][CH2:16][C:17](=[O:30])[N:18]([C:20]2[CH:25]=[CH:24][C:23]([C:26]([O:28]C)=[O:27])=[CH:22][CH:21]=2)[CH3:19])[C:12]2[C:7](=[CH:8][C:9]([Cl:32])=[CH:10][C:11]=2[Cl:31])[CH:6]=1)=[O:4].[Li+].[OH-]. No catalyst specified. The product is [C:26]([C:23]1[CH:24]=[CH:25][C:20]([N:18]([CH3:19])[C:17]([CH2:16][O:15][C:13]2[C:12]3[C:7](=[CH:8][C:9]([Cl:32])=[CH:10][C:11]=3[Cl:31])[CH:6]=[C:5]([C:3]([OH:4])=[O:2])[CH:14]=2)=[O:30])=[CH:21][CH:22]=1)([OH:28])=[O:27]. The yield is 0.400. (2) The reactants are [H-].[Na+].[CH2:3]([O:10][C:11](=[O:23])[CH2:12][C:13]([O:15][CH2:16][C:17]1[CH:22]=[CH:21][CH:20]=[CH:19][CH:18]=1)=[O:14])[C:4]1[CH:9]=[CH:8][CH:7]=[CH:6][CH:5]=1.[F:24][C:25]([F:36])([F:35])[CH2:26]OS(C(F)(F)F)(=O)=O. The catalyst is C1COCC1. The product is [CH2:16]([O:15][C:13](=[O:14])[CH:12]([CH2:26][C:25]([F:36])([F:35])[F:24])[C:11]([O:10][CH2:3][C:4]1[CH:5]=[CH:6][CH:7]=[CH:8][CH:9]=1)=[O:23])[C:17]1[CH:22]=[CH:21][CH:20]=[CH:19][CH:18]=1. The yield is 0.680. (3) The reactants are [CH3:1][O:2][C:3]1[C:4](=[O:18])[C:5]([C:15]([OH:17])=O)=[N:6][N:7]([C:9]2[CH:14]=[CH:13][N:12]=[CH:11][CH:10]=2)[CH:8]=1.C1C=CC2N(O)N=NC=2C=1.CCN=C=NCCCN(C)C.Cl.[CH3:41][NH:42][O:43][CH3:44]. The catalyst is CN(C=O)C. The product is [CH3:44][O:43][N:42]([CH3:41])[C:15]([C:5]1[C:4](=[O:18])[C:3]([O:2][CH3:1])=[CH:8][N:7]([C:9]2[CH:10]=[CH:11][N:12]=[CH:13][CH:14]=2)[N:6]=1)=[O:17]. The yield is 1.00. (4) The reactants are N[C:2]1[N:11]=[CH:10][C:9]2[C:8](=[O:12])[NH:7][CH:6]=[N:5][C:4]=2[CH:3]=1.N([O-])=O.[Na+].C([O-])([O-])=O.[Na+].[Na+].[H+].[B-](F)(F)(F)[F:25]. No catalyst specified. The product is [F:25][C:2]1[N:11]=[CH:10][C:9]2[C:8](=[O:12])[NH:7][CH:6]=[N:5][C:4]=2[CH:3]=1. The yield is 0.470. (5) The reactants are [CH3:1][N:2]1[C:10]2[C:5](=[CH:6][C:7]([N:11]3[CH2:15][CH2:14][C@@H:13]([NH:16]C(=O)OC(C)(C)C)[CH2:12]3)=[CH:8][CH:9]=2)[C:4]([S:24]([C:27]2[C:36]3[C:31](=[CH:32][CH:33]=[CH:34][CH:35]=3)[CH:30]=[CH:29][CH:28]=2)(=[O:26])=[O:25])=[N:3]1.FC(F)(F)C(O)=O. The catalyst is ClCCl. The product is [CH3:1][N:2]1[C:10]2[C:5](=[CH:6][C:7]([N:11]3[CH2:15][CH2:14][C@@H:13]([NH2:16])[CH2:12]3)=[CH:8][CH:9]=2)[C:4]([S:24]([C:27]2[C:36]3[C:31](=[CH:32][CH:33]=[CH:34][CH:35]=3)[CH:30]=[CH:29][CH:28]=2)(=[O:26])=[O:25])=[N:3]1. The yield is 0.920.